Task: Predict the reactants needed to synthesize the given product.. Dataset: Full USPTO retrosynthesis dataset with 1.9M reactions from patents (1976-2016) (1) Given the product [CH2:12]([O:11][C:9]([CH:6]1[CH2:7][CH2:28][C:26]([CH2:31][C:30]([OH:33])=[O:32])([OH:29])[CH2:27]1)=[O:10])[C:13]1[CH:14]=[CH:15][CH:16]=[CH:17][CH:18]=1, predict the reactants needed to synthesize it. The reactants are: C(C1(O)C[CH2:7][C@@H:6]([C:9]([O:11][CH2:12][C:13]2[CH:18]=[CH:17][CH:16]=[CH:15][CH:14]=2)=[O:10])C1)C=C.I([O-])(=O)(=O)=O.[Na+].[CH:26]([OH:29])([CH3:28])[CH3:27].[C:30]([O:33]CC)(=[O:32])[CH3:31]. (2) Given the product [CH2:21]([O:20][C@H:19]1[C@@:15]2([O:39][CH2:37][CH2:36]2)[C@H:16]([N:28]2[CH:33]=[CH:32][C:31](=[O:34])[NH:30][C:29]2=[O:35])[O:17][C@@H:18]1[CH2:14][O:13][CH2:6][C:7]1[CH:8]=[CH:9][CH:10]=[CH:11][CH:12]=1)[C:22]1[CH:23]=[CH:24][CH:25]=[CH:26][CH:27]=1, predict the reactants needed to synthesize it. The reactants are: CS(Cl)(=O)=O.[CH2:6]([O:13][C@@H:14]1[C@@H:18]([CH2:19][O:20][CH2:21][C:22]2[CH:27]=[CH:26][CH:25]=[CH:24][CH:23]=2)[O:17][C@@H:16]([N:28]2[CH:33]=[CH:32][C:31](=[O:34])[NH:30][C:29]2=[O:35])[C@@:15]1([OH:39])[CH2:36][CH2:37]O)[C:7]1[CH:12]=[CH:11][CH:10]=[CH:9][CH:8]=1.[H-].[Na+].[NH4+].[Cl-].